From a dataset of Full USPTO retrosynthesis dataset with 1.9M reactions from patents (1976-2016). Predict the reactants needed to synthesize the given product. (1) Given the product [CH2:24]([C:28]1[CH:29]=[CH:30][C:31]([NH:32][C:1]([C:4]23[CH2:11][CH2:10][C:7]([NH:12][CH2:13][C:14]([N:16]4[CH2:20][C@@H:19]([F:21])[CH2:18][C@H:17]4[C:22]#[N:23])=[O:15])([CH2:8][CH2:9]2)[CH2:6][CH2:5]3)=[O:3])=[CH:33][CH:34]=1)[CH2:25][CH2:26][CH3:27], predict the reactants needed to synthesize it. The reactants are: [C:1]([C:4]12[CH2:11][CH2:10][C:7]([NH:12][CH2:13][C:14]([N:16]3[CH2:20][C@@H:19]([F:21])[CH2:18][C@H:17]3[C:22]#[N:23])=[O:15])([CH2:8][CH2:9]1)[CH2:6][CH2:5]2)([OH:3])=O.[CH2:24]([C:28]1[CH:34]=[CH:33][C:31]([NH2:32])=[CH:30][CH:29]=1)[CH2:25][CH2:26][CH3:27]. (2) Given the product [CH2:1]([C:3]1([C:13]2[C:21]3[C:16](=[C:17]([NH:22][S:25]([CH2:23][CH3:24])(=[O:27])=[O:26])[CH:18]=[CH:19][CH:20]=3)[NH:15][CH:14]=2)[C:11]2[C:6](=[CH:7][C:8]([F:12])=[CH:9][CH:10]=2)[CH2:5][CH2:4]1)[CH3:2], predict the reactants needed to synthesize it. The reactants are: [CH2:1]([C:3]1([C:13]2[C:21]3[C:16](=[C:17]([NH2:22])[CH:18]=[CH:19][CH:20]=3)[NH:15][CH:14]=2)[C:11]2[C:6](=[CH:7][C:8]([F:12])=[CH:9][CH:10]=2)[CH2:5][CH2:4]1)[CH3:2].[CH2:23]([S:25](Cl)(=[O:27])=[O:26])[CH3:24].